This data is from Catalyst prediction with 721,799 reactions and 888 catalyst types from USPTO. The task is: Predict which catalyst facilitates the given reaction. (1) Reactant: C([N:8]1[CH:16]=[C:15]2[C:10]([CH:11]=[C:12]([C:17]3[CH:18]=[C:19]([CH:27]4[O:32][CH2:31][CH2:30][N:29](CC5C=CC=CC=5)[CH2:28]4)[N:20]4[C:25]=3[C:24]([NH2:26])=[N:23][CH:22]=[N:21]4)[CH:13]=[CH:14]2)=[N:9]1)C1C=CC=CC=1. Product: [N:9]1[NH:8][CH:16]=[C:15]2[C:10]=1[CH:11]=[C:12]([C:17]1[CH:18]=[C:19]([CH:27]3[O:32][CH2:31][CH2:30][NH:29][CH2:28]3)[N:20]3[C:25]=1[C:24]([NH2:26])=[N:23][CH:22]=[N:21]3)[CH:13]=[CH:14]2. The catalyst class is: 331. (2) Reactant: [C:1]1([CH3:27])[CH:6]=[CH:5][C:4]([N:7]2[CH2:12][CH2:11][N:10]([C:13]3[N:18]=[C:17](/[CH:19]=[C:20]4/[C:21](=[O:26])[NH:22][C:23](=[O:25])[S:24]/4)[CH:16]=[CH:15][N:14]=3)[CH2:9][CH2:8]2)=[CH:3][CH:2]=1.Br[CH2:29][C:30]([NH2:32])=[O:31].C(=O)([O-])[O-].[K+].[K+]. Product: [O:25]=[C:23]1[N:22]([CH2:29][C:30]([NH2:32])=[O:31])[C:21](=[O:26])/[C:20](=[CH:19]/[C:17]2[CH:16]=[CH:15][N:14]=[C:13]([N:10]3[CH2:9][CH2:8][N:7]([C:4]4[CH:3]=[CH:2][C:1]([CH3:27])=[CH:6][CH:5]=4)[CH2:12][CH2:11]3)[N:18]=2)/[S:24]1. The catalyst class is: 3. (3) Reactant: [H-].[Na+].[F:3][CH:4]([F:17])[C:5]1[C:13]2[C:12](=[O:14])[CH2:11][C:10]([CH3:16])([CH3:15])[CH2:9][C:8]=2[NH:7][N:6]=1.[Br:18][C:19]1[CH:26]=[C:25](F)[CH:24]=[CH:23][C:20]=1[C:21]#[N:22]. Product: [Br:18][C:19]1[CH:26]=[C:25]([N:7]2[C:8]3[CH2:9][C:10]([CH3:15])([CH3:16])[CH2:11][C:12](=[O:14])[C:13]=3[C:5]([CH:4]([F:3])[F:17])=[N:6]2)[CH:24]=[CH:23][C:20]=1[C:21]#[N:22]. The catalyst class is: 58. (4) Reactant: C([N:3]([CH2:6][CH3:7])[CH2:4]C)C.[C:8]([OH:12])([CH3:11])([CH3:10])[CH3:9].[CH3:13][O:14][C:15]1[C:23]([O:24][CH3:25])=CC=C[C:16]=1[C:17](O)=O.C1C=CC(P(N=[N+]=[N-])(C2C=CC=CC=2)=[O:33])=CC=1. Product: [CH3:25][O:24][C:23]1[C:15]([O:14][CH3:13])=[CH:16][CH:17]=[CH:7][C:6]=1[NH:3][C:4](=[O:33])[O:12][C:8]([CH3:11])([CH3:10])[CH3:9]. The catalyst class is: 12. (5) Reactant: [Cl:1][C:2]1[CH:3]=[CH:4][C:5]([O:12][CH2:13][C:14]([N:16]2[CH2:21][C@H:20]([CH3:22])[N:19]([CH2:23][C:24]3[CH:29]=[CH:28][C:27]([F:30])=[CH:26][CH:25]=3)[CH2:18][C@H:17]2[CH3:31])=[O:15])=[C:6]([S:8]([NH2:11])(=[O:10])=[O:9])[CH:7]=1.[CH:32]([N:35]=[C:36]=[O:37])([CH3:34])[CH3:33].CCCCCCC=CCCC. Product: [Cl:1][C:2]1[CH:3]=[CH:4][C:5]([O:12][CH2:13][C:14]([N:16]2[CH2:21][C@H:20]([CH3:22])[N:19]([CH2:23][C:24]3[CH:25]=[CH:26][C:27]([F:30])=[CH:28][CH:29]=3)[CH2:18][C@H:17]2[CH3:31])=[O:15])=[C:6]([S:8]([NH:11][C:36]([NH:35][CH:32]([CH3:34])[CH3:33])=[O:37])(=[O:9])=[O:10])[CH:7]=1. The catalyst class is: 7. (6) Reactant: C(N(CC)[C:4]1[CH:5]=[C:6]([OH:17])[C:7](=[CH:15][CH:16]=1)[CH:8]=[N:9][CH2:10][C:11](C)([NH2:13])C)C.CO[C:22]1[CH:23]=[C:24]([OH:30])[C:25](=[CH:28][CH:29]=1)[CH:26]=O.C(OCC)(=O)C.CO. Product: [CH:16]1[CH:4]=[CH:5][C:6](=[O:17])/[C:7](=[CH:8]/[NH:9][CH2:10][CH2:11][NH:13]/[CH:26]=[C:25]2/[CH:28]=[CH:29][CH:22]=[CH:23][C:24]/2=[O:30])/[CH:15]=1. The catalyst class is: 8. (7) Reactant: I[C:2]1[C:10]2[C:9]([O:11][CH2:12][CH:13]([CH3:15])[CH3:14])=[N:8][CH:7]=[N:6][C:5]=2[N:4]([S:16]([C:19]2[CH:25]=[CH:24][C:22]([CH3:23])=[CH:21][CH:20]=2)(=[O:18])=[O:17])[CH:3]=1.CN1CCOCC1.[C:33]([O:37][CH3:38])(=[O:36])[C:34]#[CH:35].C(O)(=O)C. Product: [CH2:12]([O:11][C:9]1[C:10]2[C:2]([C:35]#[C:34][C:33]([O:37][CH3:38])=[O:36])=[CH:3][N:4]([S:16]([C:19]3[CH:25]=[CH:24][C:22]([CH3:23])=[CH:21][CH:20]=3)(=[O:18])=[O:17])[C:5]=2[N:6]=[CH:7][N:8]=1)[CH:13]([CH3:15])[CH3:14]. The catalyst class is: 555. (8) Reactant: [Cl:1][C:2]([Cl:33])([Cl:32])[CH2:3][O:4][C:5]([C@@H:7]1[CH2:12][CH2:11][CH2:10][N:9]([C:13](=[O:31])[C@@H:14]([NH:16][C:17](=[O:30])[C@@H:18]([NH:22]C(OC(C)(C)C)=O)[CH:19]([CH3:21])[CH3:20])[CH3:15])[NH:8]1)=[O:6].C[Si](OS(C(F)(F)F)(=O)=O)(C)C. Product: [Cl:32][C:2]([Cl:1])([Cl:33])[CH2:3][O:4][C:5]([C@@H:7]1[CH2:12][CH2:11][CH2:10][N:9]([C:13](=[O:31])[C@@H:14]([NH:16][C:17](=[O:30])[C@@H:18]([NH2:22])[CH:19]([CH3:21])[CH3:20])[CH3:15])[NH:8]1)=[O:6]. The catalyst class is: 4.